From a dataset of Forward reaction prediction with 1.9M reactions from USPTO patents (1976-2016). Predict the product of the given reaction. (1) Given the reactants C(O[C:6](=[O:23])[CH2:7][C:8]([N:10]([C:16]1[CH:21]=[CH:20][C:19]([Cl:22])=[CH:18][CH:17]=1)[CH2:11][C:12]([F:15])([F:14])[F:13])=[O:9])(C)(C)C.O=P12OP3(OP(OP(O3)(O1)=O)(=O)O2)=O, predict the reaction product. The product is: [Cl:22][C:19]1[CH:20]=[C:21]2[C:16](=[CH:17][CH:18]=1)[N:10]([CH2:11][C:12]([F:13])([F:14])[F:15])[C:8](=[O:9])[CH:7]=[C:6]2[OH:23]. (2) Given the reactants [CH2:1]([C:3]1[CH:8]=[C:7]([CH3:9])[CH:6]=[C:5]([CH2:10][CH3:11])[C:4]=1[C:12]1[C:13](=[O:35])[N:14]([CH3:34])[N:15]=[C:16]([S:19]([CH2:22][CH2:23][CH2:24][CH2:25][CH2:26][CH2:27][CH2:28][CH2:29][CH2:30][CH2:31][CH2:32][CH3:33])(=[O:21])=[O:20])[C:17]=1[OH:18])[CH3:2].[CH3:36][O:37][C:38]1[CH:45]=[CH:44][C:41]([CH2:42]Cl)=[CH:40][CH:39]=1, predict the reaction product. The product is: [CH2:1]([C:3]1[CH:8]=[C:7]([CH3:9])[CH:6]=[C:5]([CH2:10][CH3:11])[C:4]=1[C:12]1[C:13](=[O:35])[N:14]([CH3:34])[N:15]=[C:16]([S:19]([CH2:22][CH2:23][CH2:24][CH2:25][CH2:26][CH2:27][CH2:28][CH2:29][CH2:30][CH2:31][CH2:32][CH3:33])(=[O:21])=[O:20])[C:17]=1[O:18][CH2:42][C:41]1[CH:44]=[CH:45][C:38]([O:37][CH3:36])=[CH:39][CH:40]=1)[CH3:2]. (3) Given the reactants [H-].[Na+].[Cl:3][C:4]1[C:9]([C:10]2[NH:14][CH:13]=[C:12]([CH2:15][N:16]([CH3:24])[C:17](=[O:23])[O:18][C:19]([CH3:22])([CH3:21])[CH3:20])[C:11]=2[F:25])=[CH:8][CH:7]=[CH:6][N:5]=1.C1OCCOCCOCCOCCOC1.[CH3:41][O:42][C:43]1[CH:44]=[C:45]([S:49](Cl)(=[O:51])=[O:50])[CH:46]=[CH:47][CH:48]=1, predict the reaction product. The product is: [Cl:3][C:4]1[C:9]([C:10]2[N:14]([S:49]([C:45]3[CH:46]=[CH:47][CH:48]=[C:43]([O:42][CH3:41])[CH:44]=3)(=[O:51])=[O:50])[CH:13]=[C:12]([CH2:15][N:16]([CH3:24])[C:17](=[O:23])[O:18][C:19]([CH3:21])([CH3:22])[CH3:20])[C:11]=2[F:25])=[CH:8][CH:7]=[CH:6][N:5]=1. (4) Given the reactants [NH:1]1[CH2:6][CH2:5][CH:4]([N:7]2[C:15]3[C:10](=[CH:11][CH:12]=[C:13]([C:16]([NH2:18])=[O:17])[CH:14]=3)[CH:9]=[CH:8]2)[CH2:3][CH2:2]1.C(N(CC)CC)C.Br[CH2:27][C:28]([C:30]1[CH:35]=[C:34]([O:36][CH3:37])[CH:33]=[CH:32][C:31]=1[O:38][CH3:39])=[O:29], predict the reaction product. The product is: [CH3:39][O:38][C:31]1[CH:32]=[CH:33][C:34]([O:36][CH3:37])=[CH:35][C:30]=1[C:28](=[O:29])[CH2:27][N:1]1[CH2:2][CH2:3][CH:4]([N:7]2[C:15]3[C:10](=[CH:11][CH:12]=[C:13]([C:16]([NH2:18])=[O:17])[CH:14]=3)[CH:9]=[CH:8]2)[CH2:5][CH2:6]1. (5) Given the reactants [CH3:1][N:2]1[C:7](=[O:8])[CH:6]=[CH:5][C:4]([C:9](=[O:31])[CH2:10][C@H:11]([C:19]2[CH:24]=[CH:23][C:22]([CH:25]3[CH2:30][CH2:29][NH:28][CH2:27][CH2:26]3)=[CH:21][CH:20]=2)[C:12]2[CH:17]=[CH:16][CH:15]=[CH:14][C:13]=2[CH3:18])=[N:3]1.[CH3:32][S:33](Cl)(=[O:35])=[O:34], predict the reaction product. The product is: [CH3:1][N:2]1[C:7](=[O:8])[CH:6]=[CH:5][C:4]([C:9](=[O:31])[CH2:10][C@H:11]([C:19]2[CH:24]=[CH:23][C:22]([CH:25]3[CH2:26][CH2:27][N:28]([S:33]([CH3:32])(=[O:35])=[O:34])[CH2:29][CH2:30]3)=[CH:21][CH:20]=2)[C:12]2[CH:17]=[CH:16][CH:15]=[CH:14][C:13]=2[CH3:18])=[N:3]1. (6) The product is: [CH2:25]([N:17]([CH2:18][C:19]1[CH:20]=[CH:21][CH:22]=[CH:23][CH:24]=1)[CH2:16][CH2:15][C:14]([C:6]1[CH:7]=[CH:8][C:3]([O:2][CH3:1])=[CH:4][CH:5]=1)([C:6]1[CH:7]=[CH:8][C:3]([O:2][CH3:1])=[CH:4][CH:5]=1)[OH:32])[C:26]1[CH:27]=[CH:28][CH:29]=[CH:30][CH:31]=1. Given the reactants [CH3:1][O:2][C:3]1[CH:8]=[CH:7][C:6]([Mg]Br)=[CH:5][CH:4]=1.C(O[C:14](=[O:32])[CH2:15][CH2:16][N:17]([CH2:25][C:26]1[CH:31]=[CH:30][CH:29]=[CH:28][CH:27]=1)[CH2:18][C:19]1[CH:24]=[CH:23][CH:22]=[CH:21][CH:20]=1)C, predict the reaction product. (7) Given the reactants [H-].[Na+].[CH2:3]([N:10]([CH2:15][C@H:16]([OH:26])[CH2:17][O:18][CH2:19][C:20]1[CH:25]=[CH:24][CH:23]=[CH:22][CH:21]=1)[CH2:11][CH2:12][CH2:13]O)[C:4]1[CH:9]=[CH:8][CH:7]=[CH:6][CH:5]=1.C1(C)C=CC(S(C2NC=CN=2)(=O)=O)=CC=1, predict the reaction product. The product is: [CH2:3]([N:10]1[CH2:11][CH2:12][CH2:13][O:26][C@H:16]([CH2:17][O:18][CH2:19][C:20]2[CH:21]=[CH:22][CH:23]=[CH:24][CH:25]=2)[CH2:15]1)[C:4]1[CH:5]=[CH:6][CH:7]=[CH:8][CH:9]=1. (8) Given the reactants [F:1][C:2]1([CH3:16])[CH:7]([OH:8])[CH2:6][CH2:5][N:4](C(OC(C)(C)C)=O)[CH2:3]1.[ClH:17], predict the reaction product. The product is: [ClH:17].[F:1][C:2]1([CH3:16])[CH:7]([OH:8])[CH2:6][CH2:5][NH:4][CH2:3]1. (9) The product is: [CH2:3]([O:5][C:6]([C@@:8]12[CH2:26][C@H:25]1[CH:24]=[CH:23][CH2:22][CH2:21][CH2:20][CH2:19][CH2:18][C@H:17]([NH:27][C:55]([O:57][CH:58]1[CH2:62][CH2:61][CH2:60][CH2:59]1)=[O:56])[C:16](=[O:28])[N:15]1[C@@H:11]([CH2:12][C@@H:13]([O:29][C:30]3[C:39]4[C:34](=[CH:35][C:36]([O:40][CH3:41])=[CH:37][CH:38]=4)[N:33]=[C:32]([C:42]([O:44][CH3:45])=[O:43])[CH:31]=3)[CH2:14]1)[C:10](=[O:46])[NH:9]2)=[O:7])[CH3:4]. Given the reactants Cl.Cl.[CH2:3]([O:5][C:6]([C@@:8]12[CH2:26][C@H:25]1[CH:24]=[CH:23][CH2:22][CH2:21][CH2:20][CH2:19][CH2:18][C@H:17]([NH2:27])[C:16](=[O:28])[N:15]1[C@@H:11]([CH2:12][C@@H:13]([O:29][C:30]3[C:39]4[C:34](=[CH:35][C:36]([O:40][CH3:41])=[CH:37][CH:38]=4)[N:33]=[C:32]([C:42]([O:44][CH3:45])=[O:43])[CH:31]=3)[CH2:14]1)[C:10](=[O:46])[NH:9]2)=[O:7])[CH3:4].CCN(CC)CC.Cl[C:55]([O:57][CH:58]1[CH2:62][CH2:61][CH2:60][CH2:59]1)=[O:56], predict the reaction product.